The task is: Predict which catalyst facilitates the given reaction.. This data is from Catalyst prediction with 721,799 reactions and 888 catalyst types from USPTO. (1) Reactant: [H-].[Na+].[N+:3]([C:6]1[CH:14]=[C:13]2[C:9]([CH:10]=[CH:11][NH:12]2)=[CH:8][CH:7]=1)([O-:5])=[O:4].[Cl:15][CH2:16][CH2:17][CH2:18]I. Product: [Cl:15][CH2:16][CH2:17][CH2:18][N:12]1[C:13]2[C:9](=[CH:8][CH:7]=[C:6]([N+:3]([O-:5])=[O:4])[CH:14]=2)[CH:10]=[CH:11]1. The catalyst class is: 3. (2) Reactant: [NH:1]1[CH2:6][CH2:5][CH:4]([N:7]2[C:15]3[C:10](=[CH:11][CH:12]=[C:13]([C:16]([NH:18][CH3:19])=[O:17])[CH:14]=3)[CH:9]=[CH:8]2)[CH2:3][CH2:2]1.[CH3:20][O:21][C:22]1[CH:32]=[CH:31][C:25]([C:26]([N:28]([CH3:30])[CH3:29])=[O:27])=[CH:24][C:23]=1[CH2:33][CH:34]=O.C(O[BH-](OC(=O)C)OC(=O)C)(=O)C.[Na+].C(=O)(O)[O-].[Na+]. Product: [CH3:30][N:28]([CH3:29])[C:26]([C:25]1[CH:31]=[CH:32][C:22]([O:21][CH3:20])=[C:23]([CH2:33][CH2:34][N:1]2[CH2:2][CH2:3][CH:4]([N:7]3[C:15]4[C:10](=[CH:11][CH:12]=[C:13]([C:16]([NH:18][CH3:19])=[O:17])[CH:14]=4)[CH:9]=[CH:8]3)[CH2:5][CH2:6]2)[CH:24]=1)=[O:27]. The catalyst class is: 322.